From a dataset of Catalyst prediction with 721,799 reactions and 888 catalyst types from USPTO. Predict which catalyst facilitates the given reaction. (1) Reactant: Br[C:2]1[N:3]([C:24]2[CH:25]=[N:26][N:27]([CH2:29][CH2:30][CH3:31])[CH:28]=2)[C:4]2[C:9]([C:10]=1[S:11][C:12]1[CH:13]=[C:14]([CH:20]=[CH:21][CH:22]=1)[C:15]([O:17][CH2:18][CH3:19])=[O:16])=[CH:8][CH:7]=[C:6]([Cl:23])[CH:5]=2.[CH:32]1(B(O)O)[CH2:34][CH2:33]1.CC([O-])=O.[K+]. Product: [Cl:23][C:6]1[CH:5]=[C:4]2[C:9]([C:10]([S:11][C:12]3[CH:13]=[C:14]([CH:20]=[CH:21][CH:22]=3)[C:15]([O:17][CH2:18][CH3:19])=[O:16])=[C:2]([CH:32]3[CH2:34][CH2:33]3)[N:3]2[C:24]2[CH:25]=[N:26][N:27]([CH2:29][CH2:30][CH3:31])[CH:28]=2)=[CH:8][CH:7]=1. The catalyst class is: 622. (2) Reactant: [CH3:1][O:2][CH2:3][CH2:4][O:5][C:6]1[CH:16]=[CH:15][C:9]([O:10][CH:11]2[CH2:14][NH:13][CH2:12]2)=[CH:8][CH:7]=1.Br[C:18]1[CH:23]=[CH:22][C:21]([C@@H:24]([NH:26][C:27]([C:29]2[S:33][C:32]([NH:34][C:35](=[O:37])[CH3:36])=[N:31][C:30]=2[CH3:38])=[O:28])[CH3:25])=[CH:20][CH:19]=1.CC([O-])(C)C.[Na+].O1CCOCC1. Product: [CH3:1][O:2][CH2:3][CH2:4][O:5][C:6]1[CH:16]=[CH:15][C:9]([O:10][CH:11]2[CH2:14][N:13]([C:18]3[CH:23]=[CH:22][C:21]([C@@H:24]([NH:26][C:27]([C:29]4[S:33][C:32]([NH:34][C:35](=[O:37])[CH3:36])=[N:31][C:30]=4[CH3:38])=[O:28])[CH3:25])=[CH:20][CH:19]=3)[CH2:12]2)=[CH:8][CH:7]=1. The catalyst class is: 24. (3) Reactant: [F:1][C:2]([F:22])([F:21])[C:3]1[CH:4]=[C:5]([C:9]2[CH:10]=[CH:11][C:12]3[N:18]4[CH2:19][C@H:15]([CH2:16][CH2:17]4)[NH:14][C:13]=3[N:20]=2)[CH:6]=[CH:7][CH:8]=1.CCN(CC)CC.ClC(Cl)(O[C:34](=[O:40])OC(Cl)(Cl)Cl)Cl.[N:42]1[CH:47]=[CH:46][CH:45]=[CH:44][C:43]=1[NH2:48]. Product: [N:42]1[CH:47]=[CH:46][CH:45]=[CH:44][C:43]=1[NH:48][C:34]([N:14]1[C@@H:15]2[CH2:19][N:18]([CH2:17][CH2:16]2)[C:12]2[CH:11]=[CH:10][C:9]([C:5]3[CH:6]=[CH:7][CH:8]=[C:3]([C:2]([F:21])([F:1])[F:22])[CH:4]=3)=[N:20][C:13]1=2)=[O:40]. The catalyst class is: 1. (4) Reactant: [CH3:1][O:2][C:3]1[CH:4]=[C:5]([C:11]2[N:16]=[CH:15][C:14](/[CH:17]=[CH:18]/[C:19]([NH:21][C:22]3[CH:27]=[C:26]([C:28]4[S:29][CH:30]=[CH:31][CH:32]=4)[CH:25]=[CH:24][C:23]=3[NH:33]C(=O)OC(C)(C)C)=[O:20])=[CH:13][CH:12]=2)[CH:6]=[CH:7][C:8]=1[O:9][CH3:10].FC(F)(F)C(O)=O. Product: [NH2:33][C:23]1[CH:24]=[CH:25][C:26]([C:28]2[S:29][CH:30]=[CH:31][CH:32]=2)=[CH:27][C:22]=1[NH:21][C:19](=[O:20])/[CH:18]=[CH:17]/[C:14]1[CH:15]=[N:16][C:11]([C:5]2[CH:6]=[CH:7][C:8]([O:9][CH3:10])=[C:3]([O:2][CH3:1])[CH:4]=2)=[CH:12][CH:13]=1. The catalyst class is: 2. (5) Reactant: [F:1][C:2]1[CH:3]=[N:4][CH:5]=[CH:6][C:7]=1[NH2:8].C(N(CC)CC)C.[Cl:16][CH2:17][C:18](Cl)=[O:19]. Product: [Cl:16][CH2:17][C:18]([NH:8][C:7]1[CH:6]=[CH:5][N:4]=[CH:3][C:2]=1[F:1])=[O:19]. The catalyst class is: 4.